Dataset: Full USPTO retrosynthesis dataset with 1.9M reactions from patents (1976-2016). Task: Predict the reactants needed to synthesize the given product. (1) Given the product [ClH:36].[CH3:16][N:15]([CH3:17])[C:13]1[CH:12]=[CH:11][N:10]=[C:9]([NH:8][C@@H:5]2[CH2:4][CH2:3][C@H:2]([NH:1][C:34](=[O:35])[C:33]3[CH:37]=[CH:38][CH:39]=[N:40][C:32]=3[O:25][C:26]3[CH:27]=[CH:28][CH:29]=[CH:30][CH:31]=3)[CH2:7][CH2:6]2)[N:14]=1, predict the reactants needed to synthesize it. The reactants are: [NH2:1][C@@H:2]1[CH2:7][CH2:6][C@H:5]([NH:8][C:9]2[N:14]=[C:13]([N:15]([CH3:17])[CH3:16])[CH:12]=[CH:11][N:10]=2)[CH2:4][CH2:3]1.CCN(CC)CC.[O:25]([C:32]1[N:40]=[CH:39][CH:38]=[CH:37][C:33]=1[C:34]([Cl:36])=[O:35])[C:26]1[CH:31]=[CH:30][CH:29]=[CH:28][CH:27]=1. (2) Given the product [NH2:1][C:4]1[CH:5]=[CH:6][C:7]([O:14][CH2:15][CH2:16][N:17]2[CH2:21][CH2:20][CH2:19][CH2:18]2)=[C:8]([NH:10][C:11](=[O:13])[CH3:12])[CH:9]=1, predict the reactants needed to synthesize it. The reactants are: [N+:1]([C:4]1[CH:5]=[CH:6][C:7]([O:14][CH2:15][CH2:16][N:17]2[CH2:21][CH2:20][CH2:19][CH2:18]2)=[C:8]([NH:10][C:11](=[O:13])[CH3:12])[CH:9]=1)([O-])=O.